From a dataset of Forward reaction prediction with 1.9M reactions from USPTO patents (1976-2016). Predict the product of the given reaction. Given the reactants C([O-])=O.[NH4+].[C:5]([N:8]1[CH2:13][CH2:12][N:11]([CH2:14][CH2:15][O:16][C:17]2[CH:22]=[CH:21][C:20]([CH:23]3[CH2:28][CH2:27][N:26]([C:29]4[CH:30]=[CH:31][C:32]5[N:33]([C:35]([C:38]([F:41])([F:40])[F:39])=[N:36][N:37]=5)[N:34]=4)[CH2:25][CH2:24]3)=[CH:19][CH:18]=2)[CH2:10][CH2:9]1)(=[O:7])[CH3:6].CCOCC, predict the reaction product. The product is: [C:5]([N:8]1[CH2:9][CH2:10][N:11]([CH2:14][CH2:15][O:16][C:17]2[CH:18]=[CH:19][C:20]([CH:23]3[CH2:24][CH2:25][N:26]([C:29]4[CH2:30][CH2:31][C:32]5[N:33]([C:35]([C:38]([F:39])([F:40])[F:41])=[N:36][N:37]=5)[N:34]=4)[CH2:27][CH2:28]3)=[CH:21][CH:22]=2)[CH2:12][CH2:13]1)(=[O:7])[CH3:6].